Dataset: Reaction yield outcomes from USPTO patents with 853,638 reactions. Task: Predict the reaction yield, written as a fraction of the theoretical maximum amount of product (1.0 means a 100% yield; for example, 0.34 means a 34% yield). The reactants are [C:1]([O:5][C:6](=[O:11])[NH:7][CH2:8][CH2:9][NH2:10])([CH3:4])([CH3:3])[CH3:2].[Cl:12][C:13]1[CH:20]=[CH:19][C:16]([CH:17]=O)=[CH:15][CH:14]=1.C(O[BH-](OC(=O)C)OC(=O)C)(=O)C.[Na+]. The product is [C:1]([O:5][C:6](=[O:11])[NH:7][CH2:8][CH2:9][NH:10][CH2:17][C:16]1[CH:19]=[CH:20][C:13]([Cl:12])=[CH:14][CH:15]=1)([CH3:4])([CH3:2])[CH3:3]. The catalyst is ClCCCl. The yield is 0.610.